Predict the reactants needed to synthesize the given product. From a dataset of Full USPTO retrosynthesis dataset with 1.9M reactions from patents (1976-2016). Given the product [N:16]1([C:2]2[CH:3]=[C:4]([CH:13]=[CH:14][CH:15]=2)[CH2:5][C@H:6]2[NH:11][C:10](=[O:12])[CH2:9][O:8][CH2:7]2)[CH:20]=[CH:19][CH:18]=[N:17]1, predict the reactants needed to synthesize it. The reactants are: I[C:2]1[CH:3]=[C:4]([CH:13]=[CH:14][CH:15]=1)[CH2:5][C@H:6]1[NH:11][C:10](=[O:12])[CH2:9][O:8][CH2:7]1.[NH:16]1[CH:20]=[CH:19][CH:18]=[N:17]1.C([O-])([O-])=O.[K+].[K+].N1CCC[C@H]1C(O)=O.